Dataset: Peptide-MHC class II binding affinity with 134,281 pairs from IEDB. Task: Regression. Given a peptide amino acid sequence and an MHC pseudo amino acid sequence, predict their binding affinity value. This is MHC class II binding data. The peptide sequence is KYDAYVATLSEALRI. The MHC is HLA-DQA10102-DQB10602 with pseudo-sequence HLA-DQA10102-DQB10602. The binding affinity (normalized) is 0.428.